Task: Regression. Given two drug SMILES strings and cell line genomic features, predict the synergy score measuring deviation from expected non-interaction effect.. Dataset: NCI-60 drug combinations with 297,098 pairs across 59 cell lines (1) Drug 1: CC1C(C(CC(O1)OC2CC(CC3=C2C(=C4C(=C3O)C(=O)C5=C(C4=O)C(=CC=C5)OC)O)(C(=O)C)O)N)O.Cl. Drug 2: C#CCC(CC1=CN=C2C(=N1)C(=NC(=N2)N)N)C3=CC=C(C=C3)C(=O)NC(CCC(=O)O)C(=O)O. Cell line: MOLT-4. Synergy scores: CSS=43.4, Synergy_ZIP=-1.61, Synergy_Bliss=-2.07, Synergy_Loewe=-1.96, Synergy_HSA=-1.76. (2) Drug 1: C1=NC2=C(N1)C(=S)N=CN2. Drug 2: CC(C)CN1C=NC2=C1C3=CC=CC=C3N=C2N. Cell line: IGROV1. Synergy scores: CSS=5.24, Synergy_ZIP=-1.22, Synergy_Bliss=0.350, Synergy_Loewe=-0.179, Synergy_HSA=-0.652. (3) Drug 1: C1=CC(=CC=C1CCCC(=O)O)N(CCCl)CCCl. Drug 2: CC(C1=C(C=CC(=C1Cl)F)Cl)OC2=C(N=CC(=C2)C3=CN(N=C3)C4CCNCC4)N. Cell line: DU-145. Synergy scores: CSS=32.5, Synergy_ZIP=-2.93, Synergy_Bliss=-5.44, Synergy_Loewe=-6.81, Synergy_HSA=-6.63. (4) Drug 1: CC1=C(N=C(N=C1N)C(CC(=O)N)NCC(C(=O)N)N)C(=O)NC(C(C2=CN=CN2)OC3C(C(C(C(O3)CO)O)O)OC4C(C(C(C(O4)CO)O)OC(=O)N)O)C(=O)NC(C)C(C(C)C(=O)NC(C(C)O)C(=O)NCCC5=NC(=CS5)C6=NC(=CS6)C(=O)NCCC[S+](C)C)O. Drug 2: CC12CCC3C(C1CCC2OP(=O)(O)O)CCC4=C3C=CC(=C4)OC(=O)N(CCCl)CCCl.[Na+]. Cell line: SF-295. Synergy scores: CSS=58.2, Synergy_ZIP=0.981, Synergy_Bliss=0.867, Synergy_Loewe=-48.5, Synergy_HSA=3.43. (5) Cell line: CAKI-1. Drug 1: C1=CC(=CC=C1CCC2=CNC3=C2C(=O)NC(=N3)N)C(=O)NC(CCC(=O)O)C(=O)O. Drug 2: CC1C(C(=O)NC(C(=O)N2CCCC2C(=O)N(CC(=O)N(C(C(=O)O1)C(C)C)C)C)C(C)C)NC(=O)C3=C4C(=C(C=C3)C)OC5=C(C(=O)C(=C(C5=N4)C(=O)NC6C(OC(=O)C(N(C(=O)CN(C(=O)C7CCCN7C(=O)C(NC6=O)C(C)C)C)C)C(C)C)C)N)C. Synergy scores: CSS=16.6, Synergy_ZIP=0.0460, Synergy_Bliss=0.943, Synergy_Loewe=1.54, Synergy_HSA=1.62. (6) Drug 1: C1CN1C2=NC(=NC(=N2)N3CC3)N4CC4. Drug 2: CCC1=CC2CC(C3=C(CN(C2)C1)C4=CC=CC=C4N3)(C5=C(C=C6C(=C5)C78CCN9C7C(C=CC9)(C(C(C8N6C)(C(=O)OC)O)OC(=O)C)CC)OC)C(=O)OC.C(C(C(=O)O)O)(C(=O)O)O. Cell line: A549. Synergy scores: CSS=61.7, Synergy_ZIP=-5.83, Synergy_Bliss=-8.33, Synergy_Loewe=-2.36, Synergy_HSA=-0.365. (7) Drug 1: CCC1(CC2CC(C3=C(CCN(C2)C1)C4=CC=CC=C4N3)(C5=C(C=C6C(=C5)C78CCN9C7C(C=CC9)(C(C(C8N6C=O)(C(=O)OC)O)OC(=O)C)CC)OC)C(=O)OC)O.OS(=O)(=O)O. Drug 2: C1CN1C2=NC(=NC(=N2)N3CC3)N4CC4. Cell line: OVCAR-8. Synergy scores: CSS=26.6, Synergy_ZIP=-7.79, Synergy_Bliss=-1.08, Synergy_Loewe=-1.11, Synergy_HSA=-0.366.